This data is from Full USPTO retrosynthesis dataset with 1.9M reactions from patents (1976-2016). The task is: Predict the reactants needed to synthesize the given product. (1) The reactants are: N#N.[CH2:3]([P:5]([CH2:12][CH3:13])[C:6]1[CH:11]=[CH:10][CH:9]=[CH:8][CH:7]=1)[CH3:4].[N-:14]([S:22]([C:25]([F:28])([F:27])[F:26])(=[O:24])=[O:23])[S:15]([C:18]([F:21])([F:20])[F:19])(=[O:17])=[O:16].[C:29](=O)(OC)OC. Given the product [F:28][C:25]([F:26])([F:27])[S:22]([N-:14][S:15]([C:18]([F:19])([F:20])[F:21])(=[O:16])=[O:17])(=[O:23])=[O:24].[CH2:12]([P+:5]([CH2:3][CH3:4])([CH3:29])[C:6]1[CH:11]=[CH:10][CH:9]=[CH:8][CH:7]=1)[CH3:13], predict the reactants needed to synthesize it. (2) Given the product [NH2:1][C:2]1[C:3]2[N:4]([C:8]([C@H:12]3[CH2:22][N:16]4[C:17](=[O:21])[CH2:18][N:19]([CH3:26])[CH2:20][C@@H:15]4[CH2:14][CH2:13]3)=[N:9][C:10]=2[Br:11])[CH:5]=[CH:6][N:7]=1, predict the reactants needed to synthesize it. The reactants are: [NH2:1][C:2]1[C:3]2[N:4]([C:8]([C@H:12]3[CH2:22][N:16]4[C:17](=[O:21])[CH2:18][NH:19][CH2:20][C@@H:15]4[CH2:14][CH2:13]3)=[N:9][C:10]=2[Br:11])[CH:5]=[CH:6][N:7]=1.C=O.[BH3-][C:26]#N.[Na+].C([O-])(O)=O.[Na+]. (3) Given the product [Si:10]([C:7]1[NH:6][C:5](=[O:8])[N:4]([Si:10]([CH3:13])([CH3:12])[CH3:11])[C:3](=[O:9])[C:2]=1[F:1])([CH3:13])([CH3:12])[CH3:11], predict the reactants needed to synthesize it. The reactants are: [F:1][C:2]1[C:3](=[O:9])[NH:4][C:5](=[O:8])[NH:6][CH:7]=1.[Si:10](Cl)([CH3:13])([CH3:12])[CH3:11]. (4) The reactants are: [NH:1]1[CH2:6][CH2:5][CH:4]([OH:7])[CH2:3][CH2:2]1.[O:8]1[CH2:13][CH2:12][C:11](=O)[CH2:10][CH2:9]1.[BH4-].[Na+].[OH-].[Na+]. Given the product [O:8]1[CH2:13][CH2:12][CH:11]([N:1]2[CH2:6][CH2:5][CH:4]([OH:7])[CH2:3][CH2:2]2)[CH2:10][CH2:9]1, predict the reactants needed to synthesize it. (5) The reactants are: N([O-])=O.[Na+].[Br:5][C:6]1[C:7](N)=[N:8][CH:9]=[C:10]([F:12])[CH:11]=1.O.C(=O)(O)[O-].[Na+].N1C=CC=CC=1.[FH:26]. Given the product [Br:5][C:6]1[C:7]([F:26])=[N:8][CH:9]=[C:10]([F:12])[CH:11]=1, predict the reactants needed to synthesize it.